Dataset: HIV replication inhibition screening data with 41,000+ compounds from the AIDS Antiviral Screen. Task: Binary Classification. Given a drug SMILES string, predict its activity (active/inactive) in a high-throughput screening assay against a specified biological target. The compound is O=C1C=CC(=CC2SSC=CC23C=CC(=O)C3)C1. The result is 0 (inactive).